From a dataset of Forward reaction prediction with 1.9M reactions from USPTO patents (1976-2016). Predict the product of the given reaction. (1) Given the reactants [Br:1][C:2]1[CH:7]=[CH:6][C:5]([C@H:8]2[CH2:13][C@@H:12]([C:14]([F:17])([F:16])[F:15])[N:11]3[N:18]=[CH:19][C:20]([C:21]([OH:23])=O)=[C:10]3[NH:9]2)=[CH:4][CH:3]=1.CN(C(ON1N=NC2C=CC=NC1=2)=[N+](C)C)C.F[P-](F)(F)(F)(F)F.C(N(CC)C(C)C)(C)C.[CH3:57][C:58]1[CH:65]=[CH:64][C:61]([CH2:62][NH2:63])=[CH:60][CH:59]=1, predict the reaction product. The product is: [Br:1][C:2]1[CH:3]=[CH:4][C:5]([C@H:8]2[CH2:13][C@@H:12]([C:14]([F:16])([F:17])[F:15])[N:11]3[N:18]=[CH:19][C:20]([C:21]([NH:63][CH2:62][C:61]4[CH:64]=[CH:65][C:58]([CH3:57])=[CH:59][CH:60]=4)=[O:23])=[C:10]3[NH:9]2)=[CH:6][CH:7]=1. (2) Given the reactants [Br:1][C:2]1[C:12]([Cl:13])=[C:11]([CH2:14][C:15]2[CH:20]=[CH:19][C:18]([O:21][CH2:22][CH3:23])=[CH:17][CH:16]=2)[CH:10]=[C:9]([C@H:24]2[C@H:29]([O:30][CH2:31][C:32]3[CH:37]=[CH:36][CH:35]=[CH:34][CH:33]=3)[C@@H:28]([O:38][CH2:39][C:40]3[CH:45]=[CH:44][CH:43]=[CH:42][CH:41]=3)[C@H:27]([O:46][CH2:47][C:48]3[CH:53]=[CH:52][CH:51]=[CH:50][CH:49]=3)[C@@H:26]([CH2:54][O:55][CH2:56][C:57]3[CH:62]=[CH:61][CH:60]=[CH:59][CH:58]=3)[O:25]2)[C:3]=1[O:4][CH2:5][CH2:6]CO.C1(P(C2C=CC=CC=2)C2C=CC=CC=2)C=CC=CC=1.[C:82]([Cl:86])(Cl)(Cl)Cl, predict the reaction product. The product is: [CH2:47]([O:46][C@H:27]1[C@H:28]([O:38][CH2:39][C:40]2[CH:41]=[CH:42][CH:43]=[CH:44][CH:45]=2)[C@@H:29]([O:30][CH2:31][C:32]2[CH:33]=[CH:34][CH:35]=[CH:36][CH:37]=2)[C@H:24]([C:9]2[CH:10]=[C:11]([CH2:14][C:15]3[CH:16]=[CH:17][C:18]([O:21][CH2:22][CH3:23])=[CH:19][CH:20]=3)[C:12]([Cl:13])=[C:2]([Br:1])[C:3]=2[O:4][CH2:5][CH2:6][CH2:82][Cl:86])[O:25][C@@H:26]1[CH2:54][O:55][CH2:56][C:57]1[CH:58]=[CH:59][CH:60]=[CH:61][CH:62]=1)[C:48]1[CH:53]=[CH:52][CH:51]=[CH:50][CH:49]=1. (3) Given the reactants C(OC(=O)[CH:5]([NH:7][C:8](=[O:26])[C:9]1[CH:14]=[CH:13][C:12]([CH:15](Br)[CH2:16][O:17][Si:18]([C:21]([CH3:24])([CH3:23])[CH3:22])([CH3:20])[CH3:19])=[CH:11][CH:10]=1)[CH3:6])C.C([NH:32][CH:33]1[CH2:38][CH2:37][CH2:36][CH2:35][CH2:34]1)(C)(C)C.[C:39]([O:42][CH2:43][CH3:44])(=[O:41])C, predict the reaction product. The product is: [CH2:43]([O:42][C:39](=[O:41])[CH2:6][CH2:5][NH:7][C:8](=[O:26])[C:9]1[CH:10]=[CH:11][C:12]([CH:15]([NH:32][CH:33]2[CH2:34][CH2:35][CH:36]([C:9]([CH3:14])([CH3:10])[CH3:8])[CH2:37][CH2:38]2)[CH2:16][O:17][Si:18]([C:21]([CH3:22])([CH3:23])[CH3:24])([CH3:19])[CH3:20])=[CH:13][CH:14]=1)[CH3:44]. (4) Given the reactants Cl[C:2]1[N:11]=[CH:10][C:9]2[C:4](=[CH:5][CH:6]=[C:7]([O:12]C)[CH:8]=2)[N:3]=1.[C:14]([C:17]1[CH:22]=[CH:21][C:20](B(O)O)=[C:19]([F:26])[CH:18]=1)([OH:16])=[O:15], predict the reaction product. The product is: [F:26][C:19]1[CH:18]=[C:17]([CH:22]=[CH:21][C:20]=1[C:2]1[N:11]=[CH:10][C:9]2[C:4](=[CH:5][CH:6]=[C:7]([OH:12])[CH:8]=2)[N:3]=1)[C:14]([OH:16])=[O:15]. (5) Given the reactants C(NCC)C.C(O)(C)(C)C.[Cl:11][C:12]1[CH:17]=[CH:16][C:15]([C:18](=[O:20])[CH3:19])=[CH:14][C:13]=1[N+:21]([O-:23])=[O:22].Br[CH2:25][C:26]([C:28]1[CH:33]=[CH:32][C:31]([Cl:34])=[C:30]([N+:35]([O-:37])=[O:36])[CH:29]=1)=[O:27], predict the reaction product. The product is: [Cl:11][C:12]1[CH:17]=[CH:16][C:15]([C:18](=[O:20])[CH2:19][CH2:25][C:26]([C:28]2[CH:33]=[CH:32][C:31]([Cl:34])=[C:30]([N+:35]([O-:37])=[O:36])[CH:29]=2)=[O:27])=[CH:14][C:13]=1[N+:21]([O-:23])=[O:22].